From a dataset of Forward reaction prediction with 1.9M reactions from USPTO patents (1976-2016). Predict the product of the given reaction. Given the reactants [S:1]1[CH:5]=[CH:4][CH:3]=[C:2]1[CH2:6][NH:7][C:8]([C:10]12[CH2:19][CH:14]3[CH2:15][CH:16]([CH2:18][CH:12]([CH2:13]3)[CH2:11]1)[CH2:17]2)=[O:9].[H-].[Na+].Br[CH2:23][CH3:24], predict the reaction product. The product is: [CH2:23]([N:7]([CH2:6][C:2]1[S:1][CH:5]=[CH:4][CH:3]=1)[C:8]([C:10]12[CH2:19][CH:14]3[CH2:15][CH:16]([CH2:18][CH:12]([CH2:13]3)[CH2:11]1)[CH2:17]2)=[O:9])[CH3:24].